From a dataset of Forward reaction prediction with 1.9M reactions from USPTO patents (1976-2016). Predict the product of the given reaction. (1) Given the reactants [CH2:1]([N:8]1[CH2:12][CH:11]([N:13](C(OC(C)(C)C)=O)[CH2:14][C:15]2[CH:20]=[CH:19][C:18]([F:21])=[CH:17][C:16]=2[F:22])[CH2:10][CH:9]1[C:30](O)=[O:31])[C:2]1[CH:7]=[CH:6][CH:5]=[CH:4][CH:3]=1.[F:33][C:34]([F:48])([F:47])[C:35]1[C:36]([N:41]2[CH2:46][CH2:45][NH:44][CH2:43][CH2:42]2)=[N:37][CH:38]=[CH:39][CH:40]=1, predict the reaction product. The product is: [CH2:1]([N:8]1[CH2:12][C@@H:11]([NH:13][CH2:14][C:15]2[CH:20]=[CH:19][C:18]([F:21])=[CH:17][C:16]=2[F:22])[CH2:10][C@H:9]1[C:30]([N:44]1[CH2:43][CH2:42][N:41]([C:36]2[C:35]([C:34]([F:33])([F:47])[F:48])=[CH:40][CH:39]=[CH:38][N:37]=2)[CH2:46][CH2:45]1)=[O:31])[C:2]1[CH:7]=[CH:6][CH:5]=[CH:4][CH:3]=1. (2) Given the reactants [BH4-].[Na+].[Cl-].[Ca+2].[Cl-].[C:6]([C:8]1[CH:13]=[CH:12][CH:11]=[CH:10][C:9]=1[C:14]1[CH:19]=[CH:18][C:17]([CH2:20][C:21]2[C:26](=[O:27])[N:25]([C:28]3[CH:42]=[CH:41][C:31]([O:32][C:33]([CH3:40])([CH3:39])[C:34](OCC)=[O:35])=[CH:30][CH:29]=3)[C:24]([CH2:43][CH3:44])=[N:23][C:22]=2[CH2:45][CH2:46][CH3:47])=[CH:16][CH:15]=1)#[N:7], predict the reaction product. The product is: [CH2:43]([C:24]1[N:25]([C:28]2[CH:29]=[CH:30][C:31]([O:32][C:33]([CH3:40])([CH3:39])[CH2:34][OH:35])=[CH:41][CH:42]=2)[C:26](=[O:27])[C:21]([CH2:20][C:17]2[CH:16]=[CH:15][C:14]([C:9]3[C:8]([C:6]#[N:7])=[CH:13][CH:12]=[CH:11][CH:10]=3)=[CH:19][CH:18]=2)=[C:22]([CH2:45][CH2:46][CH3:47])[N:23]=1)[CH3:44]. (3) Given the reactants CN(C(ON1N=NC2C=CC=CC1=2)=[N+](C)C)C.F[P-](F)(F)(F)(F)F.[NH:25]([C:42]([O:44][C:45]([CH3:48])([CH3:47])[CH3:46])=[O:43])[C@@H:26]([C:31]([NH:33][C@H:34]([C:39]([OH:41])=O)[CH2:35][CH:36]([CH3:38])[CH3:37])=[O:32])[CH2:27][CH:28]([CH3:30])[CH3:29].[NH2:49][C@H:50]([C:72]([N:74]1[CH2:83][CH2:82][CH2:81][C@H:75]1[C:76]([NH:78][CH2:79][CH3:80])=[O:77])=[O:73])[CH2:51][CH2:52][CH2:53][NH:54][C:55](=[NH:71])[NH:56][S:57]([C:60]1[C:69]([CH3:70])=[C:67]([CH3:68])[C:64]([O:65][CH3:66])=[CH:63][C:61]=1[CH3:62])(=[O:59])=[O:58].C(N(CC)CC)C, predict the reaction product. The product is: [NH:25]([C:42]([O:44][C:45]([CH3:48])([CH3:47])[CH3:46])=[O:43])[C@@H:26]([C:31]([NH:33][C@H:34]([C:39]([NH:49][C@H:50]([C:72]([N:74]1[CH2:83][CH2:82][CH2:81][C@H:75]1[C:76]([NH:78][CH2:79][CH3:80])=[O:77])=[O:73])[CH2:51][CH2:52][CH2:53][NH:54][C:55](=[NH:71])[NH:56][S:57]([C:60]1[C:69]([CH3:70])=[C:67]([CH3:68])[C:64]([O:65][CH3:66])=[CH:63][C:61]=1[CH3:62])(=[O:59])=[O:58])=[O:41])[CH2:35][CH:36]([CH3:37])[CH3:38])=[O:32])[CH2:27][CH:28]([CH3:29])[CH3:30]. (4) Given the reactants Cl.[F:2][C:3]([F:32])([F:31])[C:4]1[CH:5]=[C:6]([CH:28]=[CH:29][CH:30]=1)[C:7]([NH:9][CH2:10][C:11]([NH:13][C@@H:14]1[CH2:19][CH2:18][C@H:17]([NH:20]C(=O)OC(C)(C)C)[CH2:16][CH2:15]1)=[O:12])=[O:8].Cl.C1COCC1.C(Cl)[Cl:40], predict the reaction product. The product is: [ClH:40].[NH2:20][C@@H:17]1[CH2:16][CH2:15][C@H:14]([NH:13][C:11](=[O:12])[CH2:10][NH:9][C:7](=[O:8])[C:6]2[CH:28]=[CH:29][CH:30]=[C:4]([C:3]([F:32])([F:31])[F:2])[CH:5]=2)[CH2:19][CH2:18]1. (5) Given the reactants [C:1]([N:8]1[CH2:11][C:10](=[O:12])[CH2:9]1)([O:3][C:4]([CH3:7])([CH3:6])[CH3:5])=[O:2].[CH3:13][C:14]#[C:15]C.[C:17]1(C)C=CC=CC=1, predict the reaction product. The product is: [CH3:13][C:14]1[CH2:15][N:8]([C:1]([O:3][C:4]([CH3:5])([CH3:6])[CH3:7])=[O:2])[CH2:11][C:10](=[O:12])[C:9]=1[CH3:17]. (6) Given the reactants [CH2:1]([O:3][C:4](=[O:12])[C@:5]([OH:11])([CH3:10])[C:6]([F:9])([F:8])[F:7])[CH3:2].[H-].[Na+].[Br:15][C:16]1[N:21]=[C:20]([C:22]2([CH3:37])[CH2:24][N:23]2[S:25]([C:28]2[CH:33]=[CH:32][CH:31]=[CH:30][C:29]=2[N+:34]([O-:36])=[O:35])(=[O:27])=[O:26])[C:19]([F:38])=[CH:18][CH:17]=1, predict the reaction product. The product is: [CH2:1]([O:3][C:4](=[O:12])[C@:5]([O:11][CH2:37][C:22]([C:20]1[C:19]([F:38])=[CH:18][CH:17]=[C:16]([Br:15])[N:21]=1)([NH:23][S:25]([C:28]1[CH:33]=[CH:32][CH:31]=[CH:30][C:29]=1[N+:34]([O-:36])=[O:35])(=[O:26])=[O:27])[CH3:24])([CH3:10])[C:6]([F:7])([F:8])[F:9])[CH3:2]. (7) Given the reactants FC(F)(F)C(O)=O.[Cl:8][C:9]1[C:10]([C:24]([NH2:26])=[O:25])=[C:11]2[CH2:16][NH:15][CH2:14][CH2:13][N:12]2[C:17]=1[C:18]1[CH:23]=[CH:22][CH:21]=[CH:20][CH:19]=1.C(N(CC)CC)C.Cl[C:35]([O:37][C:38]1[CH:43]=[CH:42][CH:41]=[CH:40][CH:39]=1)=[O:36], predict the reaction product. The product is: [C:38]1([O:37][C:35]([N:15]2[CH2:14][CH2:13][N:12]3[C:17]([C:18]4[CH:23]=[CH:22][CH:21]=[CH:20][CH:19]=4)=[C:9]([Cl:8])[C:10]([C:24](=[O:25])[NH2:26])=[C:11]3[CH2:16]2)=[O:36])[CH:43]=[CH:42][CH:41]=[CH:40][CH:39]=1. (8) Given the reactants C(O)(C(F)(F)F)=O.[CH3:8][C:9]1[C:10]2[N:11]([CH:15]=[C:16]([CH2:18][C@@H:19]3[CH2:24][CH2:23][CH2:22][CH2:21][N:20]3C(OC(C)(C)C)=O)[N:17]=2)[CH:12]=[CH:13][CH:14]=1, predict the reaction product. The product is: [CH3:8][C:9]1[C:10]2[N:11]([CH:15]=[C:16]([CH2:18][C@@H:19]3[CH2:24][CH2:23][CH2:22][CH2:21][NH:20]3)[N:17]=2)[CH:12]=[CH:13][CH:14]=1. (9) Given the reactants [CH3:1][CH:2]([N:4]1[C:8]2[N:9]=[C:10]([C:16]3[CH:21]=[CH:20][N:19]=[CH:18][CH:17]=3)[CH:11]=[C:12]([C:13]([OH:15])=O)[C:7]=2[CH:6]=[N:5]1)[CH3:3].[NH2:22][CH2:23][C:24]1[C:25](=[O:34])[NH:26][C:27]([CH2:31][CH2:32][CH3:33])=[CH:28][C:29]=1[CH3:30].C(O)(C(F)(F)F)=O.C1C=NC2N(O)N=NC=2C=1.C(Cl)CCl.CN1CCOCC1, predict the reaction product. The product is: [CH3:1][CH:2]([N:4]1[C:8]2[N:9]=[C:10]([C:16]3[CH:17]=[CH:18][N:19]=[CH:20][CH:21]=3)[CH:11]=[C:12]([C:13]([NH:22][CH2:23][C:24]3[C:25](=[O:34])[NH:26][C:27]([CH2:31][CH2:32][CH3:33])=[CH:28][C:29]=3[CH3:30])=[O:15])[C:7]=2[CH:6]=[N:5]1)[CH3:3].